This data is from Forward reaction prediction with 1.9M reactions from USPTO patents (1976-2016). The task is: Predict the product of the given reaction. (1) Given the reactants Cl[C:2]1[C:11]2[C:6](=[CH:7][C:8]([S:12]([N:15](CC3C=CC(OC)=CC=3OC)[C:16]3[S:17][CH:18]=[CH:19][N:20]=3)(=[O:14])=[O:13])=[CH:9][CH:10]=2)[N:5]=[CH:4][N:3]=1.[Cl:32][C:33]1[CH:38]=[C:37]([C:39]([F:42])([F:41])[F:40])[CH:36]=[CH:35][C:34]=1B(O)O.C(=O)([O-])[O-].[K+].[K+], predict the reaction product. The product is: [Cl:32][C:33]1[CH:38]=[C:37]([C:39]([F:40])([F:41])[F:42])[CH:36]=[CH:35][C:34]=1[C:2]1[C:11]2[C:6](=[CH:7][C:8]([S:12]([NH:15][C:16]3[S:17][CH:18]=[CH:19][N:20]=3)(=[O:13])=[O:14])=[CH:9][CH:10]=2)[N:5]=[CH:4][N:3]=1. (2) Given the reactants [C:1]1([O:7][C:8]2[CH:13]=[CH:12][C:11](Br)=[C:10]([CH3:15])[CH:9]=2)[CH:6]=[CH:5][CH:4]=[CH:3][CH:2]=1.[B:16]1([B:16]2[O:20][C:19]([CH3:22])([CH3:21])[C:18]([CH3:24])([CH3:23])[O:17]2)[O:20][C:19]([CH3:22])([CH3:21])[C:18]([CH3:24])([CH3:23])[O:17]1.ClCCl.C([O-])(=O)C.[K+], predict the reaction product. The product is: [C:1]1([O:7][C:8]2[CH:13]=[CH:12][C:11]([B:16]3[O:20][C:19]([CH3:22])([CH3:21])[C:18]([CH3:24])([CH3:23])[O:17]3)=[C:10]([CH3:15])[CH:9]=2)[CH:6]=[CH:5][CH:4]=[CH:3][CH:2]=1.